From a dataset of Full USPTO retrosynthesis dataset with 1.9M reactions from patents (1976-2016). Predict the reactants needed to synthesize the given product. (1) Given the product [CH3:21][N:19]([CH3:20])[CH2:18][CH2:17][N:12]1[C:11](=[O:22])[C:10]2[CH:23]=[CH:24][CH:25]=[C:8]3[C:9]=2[C:14](=[C:15]2[C:2]([NH:1][C:35]([NH:34][C:29]4[CH:30]=[CH:31][CH:32]=[CH:33][C:28]=4[O:27][CH3:26])=[S:36])=[CH:3][CH:4]=[CH:5][C:6]2=[CH:7]3)[C:13]1=[O:16], predict the reactants needed to synthesize it. The reactants are: [NH2:1][C:2]1[C:15]2[C:6](=[CH:7][C:8]3[C:9]4[C:14]=2[C:13](=[O:16])[N:12]([CH2:17][CH2:18][N:19]([CH3:21])[CH3:20])[C:11](=[O:22])[C:10]=4[CH:23]=[CH:24][CH:25]=3)[CH:5]=[CH:4][CH:3]=1.[CH3:26][O:27][C:28]1[CH:33]=[CH:32][CH:31]=[CH:30][C:29]=1[N:34]=[C:35]=[S:36]. (2) Given the product [Cl:1][C:2]1[N:7]=[C:6]([NH:10][C:11]2[CH:16]=[N:15][C:14]([O:17][CH3:18])=[CH:13][CH:12]=2)[C:5]([I:9])=[CH:4][N:3]=1, predict the reactants needed to synthesize it. The reactants are: [Cl:1][C:2]1[N:7]=[C:6](Cl)[C:5]([I:9])=[CH:4][N:3]=1.[NH2:10][C:11]1[CH:12]=[CH:13][C:14]([O:17][CH3:18])=[N:15][CH:16]=1.C(N(CC)C(C)C)(C)C. (3) Given the product [CH3:1][NH:2][C:3]([C:5]1[C:15]2[CH2:16][CH2:17][C@@H:18]([C:19]3[CH:20]=[CH:21][CH:22]=[CH:23][CH:24]=3)[O:26][C:14]=2[C:8]2[N:9]=[C:10]([CH3:13])[N:11]([CH3:12])[C:7]=2[CH:6]=1)=[O:4], predict the reactants needed to synthesize it. The reactants are: [CH3:1][NH:2][C:3]([C:5]1[C:15]([CH2:16][CH2:17][C@@H:18](O)[C:19]2[CH:24]=[CH:23][CH:22]=[CH:21][CH:20]=2)=[C:14]([OH:26])[C:8]2[N:9]=[C:10]([CH3:13])[N:11]([CH3:12])[C:7]=2[CH:6]=1)=[O:4].C1(P(C2C=CC=CC=2)C2C=CC=CC=2)C=CC=CC=1.CC(OC(/N=N/C(OC(C)C)=O)=O)C. (4) Given the product [CH3:1][O:2][C:3]1[CH:4]=[C:5]([O:9][CH3:10])[CH:6]=[CH:7][C:8]=1[C:11]([C:12]1[CH:17]=[CH:16][C:15]([O:18][CH3:19])=[CH:14][CH:13]=1)=[O:20], predict the reactants needed to synthesize it. The reactants are: [CH3:1][O:2][C:3]1[CH:8]=[CH:7][CH:6]=[C:5]([O:9][CH3:10])[CH:4]=1.[C:11](Cl)(=[O:20])[C:12]1[CH:17]=[CH:16][C:15]([O:18][CH3:19])=[CH:14][CH:13]=1.[Cl-].[Al+3].[Cl-].[Cl-].Cl. (5) Given the product [Cl:1][C:2]1[CH:3]=[N:4][N:5]([CH3:35])[C:6]=1[C:7]1[CH:21]=[C:20]([NH:22][C:23](=[O:34])[C:24]2[CH:29]=[CH:28][CH:27]=[C:26]([C:30]([F:32])([F:33])[F:31])[CH:25]=2)[CH:19]=[CH:18][C:8]=1[O:9][CH2:10][C:11]([OH:13])=[O:12], predict the reactants needed to synthesize it. The reactants are: [Cl:1][C:2]1[CH:3]=[N:4][N:5]([CH3:35])[C:6]=1[C:7]1[CH:21]=[C:20]([NH:22][C:23](=[O:34])[C:24]2[CH:29]=[CH:28][CH:27]=[C:26]([C:30]([F:33])([F:32])[F:31])[CH:25]=2)[CH:19]=[CH:18][C:8]=1[O:9][CH2:10][C:11]([O:13]C(C)(C)C)=[O:12].O.FC(F)(F)C(O)=O.